Dataset: Peptide-MHC class I binding affinity with 185,985 pairs from IEDB/IMGT. Task: Regression. Given a peptide amino acid sequence and an MHC pseudo amino acid sequence, predict their binding affinity value. This is MHC class I binding data. (1) The peptide sequence is TPGPGIRYPL. The MHC is HLA-B57:01 with pseudo-sequence HLA-B57:01. The binding affinity (normalized) is 0. (2) The peptide sequence is CPQSISPNL. The MHC is HLA-B07:02 with pseudo-sequence HLA-B07:02. The binding affinity (normalized) is 0.563. (3) The peptide sequence is TLRGLFFSV. The MHC is HLA-A02:01 with pseudo-sequence HLA-A02:01. The binding affinity (normalized) is 0.580. (4) The peptide sequence is YTAVVPLVA. The MHC is HLA-A29:02 with pseudo-sequence HLA-A29:02. The binding affinity (normalized) is 0.261. (5) The peptide sequence is YLFYFLHWL. The MHC is HLA-A02:02 with pseudo-sequence HLA-A02:02. The binding affinity (normalized) is 1.00. (6) The MHC is Patr-A0701 with pseudo-sequence Patr-A0701. The binding affinity (normalized) is 0.171. The peptide sequence is CMTTAQGTSM. (7) The peptide sequence is TGHPWITFK. The MHC is HLA-A31:01 with pseudo-sequence HLA-A31:01. The binding affinity (normalized) is 0.640. (8) The peptide sequence is VELGSGNSF. The MHC is HLA-B08:01 with pseudo-sequence HLA-B08:01. The binding affinity (normalized) is 0.0847. (9) The peptide sequence is NPSQQQPQEQV. The MHC is HLA-B07:02 with pseudo-sequence HLA-B07:02. The binding affinity (normalized) is 0. (10) The peptide sequence is RPRPRTPEW. The MHC is HLA-A03:01 with pseudo-sequence HLA-A03:01. The binding affinity (normalized) is 0.213.